From a dataset of Catalyst prediction with 721,799 reactions and 888 catalyst types from USPTO. Predict which catalyst facilitates the given reaction. Reactant: [NH2:1][N:2]1[CH2:7][CH2:6][CH2:5][CH2:4][CH2:3]1.[C:8]([O:12][CH3:13])(=[O:11])[CH:9]=[CH2:10]. Product: [CH3:13][O:12][C:8](=[O:11])[CH2:9][CH2:10][NH:1][N:2]1[CH2:7][CH2:6][CH2:5][CH2:4][CH2:3]1. The catalyst class is: 5.